This data is from Full USPTO retrosynthesis dataset with 1.9M reactions from patents (1976-2016). The task is: Predict the reactants needed to synthesize the given product. (1) Given the product [Cl:10][C:9]1[C:4]2[CH:3]=[C:2]([C:16]3[CH:17]=[CH:18][C:13]([F:12])=[CH:14][CH:15]=3)[S:11][C:5]=2[N:6]=[CH:7][N:8]=1, predict the reactants needed to synthesize it. The reactants are: Br[C:2]1[S:11][C:5]2[N:6]=[CH:7][N:8]=[C:9]([Cl:10])[C:4]=2[CH:3]=1.[F:12][C:13]1[CH:18]=[CH:17][C:16](B(O)O)=[CH:15][CH:14]=1.C([O-])([O-])=O.[K+].[K+].Cl. (2) Given the product [NH2:24][C:16]([CH2:15][CH2:14][C:11]1[CH:12]=[CH:13][C:8]([C:5]2[CH:6]=[CH:7][C:2]([S:37][C:34]3[CH:33]=[CH:32][C:31]([C:30]([F:29])([F:38])[F:39])=[CH:36][CH:35]=3)=[CH:3][C:4]=2[F:28])=[CH:9][CH:10]=1)([CH2:21][OH:20])[CH2:17][OH:18], predict the reactants needed to synthesize it. The reactants are: Br[C:2]1[CH:7]=[CH:6][C:5]([C:8]2[CH:13]=[CH:12][C:11]([CH2:14][CH2:15][C:16]3([NH:24]C(=O)C)[CH2:21][O:20]C(C)(C)[O:18][CH2:17]3)=[CH:10][CH:9]=2)=[C:4]([F:28])[CH:3]=1.[F:29][C:30]([F:39])([F:38])[C:31]1[CH:36]=[CH:35][C:34]([SH:37])=[CH:33][CH:32]=1.C(N(C(C)C)CC)(C)C.C1(P(C2C=CC=CC=2)C2C3OC4C(=CC=CC=4P(C4C=CC=CC=4)C4C=CC=CC=4)C(C)(C)C=3C=CC=2)C=CC=CC=1. (3) Given the product [Cl:9][C:8]1[N:1]=[C:2]([Cl:3])[N:4]=[C:5]([N:28]2[CH2:29][CH2:30][CH:25]([C:23]([NH:22][CH2:21][C:16]3[CH:17]=[CH:18][CH:19]=[CH:20][C:15]=3[C:14]([F:13])([F:31])[F:32])=[O:24])[CH2:26][CH2:27]2)[N:7]=1, predict the reactants needed to synthesize it. The reactants are: [N:1]1[C:8]([Cl:9])=[N:7][C:5](Cl)=[N:4][C:2]=1[Cl:3].CC#N.[F:13][C:14]([F:32])([F:31])[C:15]1[CH:20]=[CH:19][CH:18]=[CH:17][C:16]=1[CH2:21][NH:22][C:23]([CH:25]1[CH2:30][CH2:29][NH:28][CH2:27][CH2:26]1)=[O:24].[OH-].[Na+]. (4) Given the product [CH3:7][C:8]1[N:9]=[C:10]([C:30]2[CH:35]=[CH:34][CH:33]=[CH:32][C:31]=2[O:36][CH2:37][C:38]2[CH:43]=[CH:42][CH:41]=[CH:40][CH:39]=2)[N:11]([CH2:22][CH2:23][C:24]2[CH:25]=[CH:26][CH:27]=[CH:28][CH:29]=2)[C:12](=[O:21])[C:13]=1[C:14]1[S:18][C:17]([C:19]2[NH:20][N:5]=[N:4][N:3]=2)=[CH:16][CH:15]=1, predict the reactants needed to synthesize it. The reactants are: [Cl-].[NH4+].[N-:3]=[N+:4]=[N-:5].[Na+].[CH3:7][C:8]1[N:9]=[C:10]([C:30]2[CH:35]=[CH:34][CH:33]=[CH:32][C:31]=2[O:36][CH2:37][C:38]2[CH:43]=[CH:42][CH:41]=[CH:40][CH:39]=2)[N:11]([CH2:22][CH2:23][C:24]2[CH:29]=[CH:28][CH:27]=[CH:26][CH:25]=2)[C:12](=[O:21])[C:13]=1[C:14]1[S:18][C:17]([C:19]#[N:20])=[CH:16][CH:15]=1. (5) The reactants are: [Si:1]([O:8][CH2:9][C@H:10]1[CH2:12][C@:11]1([CH2:19][OH:20])[C:13]1[CH:18]=[CH:17][CH:16]=[CH:15][N:14]=1)([C:4]([CH3:7])([CH3:6])[CH3:5])([CH3:3])[CH3:2].CCN(C(C)C)C(C)C.[CH3:30][S:31](Cl)(=[O:33])=[O:32]. Given the product [CH3:30][S:31]([O:20][CH2:19][C@:11]1([C:13]2[CH:18]=[CH:17][CH:16]=[CH:15][N:14]=2)[CH2:12][C@@H:10]1[CH2:9][O:8][Si:1]([C:4]([CH3:7])([CH3:6])[CH3:5])([CH3:3])[CH3:2])(=[O:33])=[O:32], predict the reactants needed to synthesize it. (6) The reactants are: F[C:2]1[C:3]([N+:24]([O-])=O)=[C:4]([NH:9][CH:10]2[CH2:15][CH2:14][N:13]([C@H:16]3[CH2:21][CH2:20][C@H:19]([O:22][CH3:23])[CH2:18][CH2:17]3)[CH2:12][CH2:11]2)[CH:5]=[C:6]([CH3:8])[CH:7]=1.O.NN. Given the product [CH3:8][C:6]1[CH:5]=[C:4]([NH:9][CH:10]2[CH2:11][CH2:12][N:13]([C@H:16]3[CH2:21][CH2:20][C@H:19]([O:22][CH3:23])[CH2:18][CH2:17]3)[CH2:14][CH2:15]2)[C:3]([NH2:24])=[CH:2][CH:7]=1, predict the reactants needed to synthesize it. (7) Given the product [NH2:23][C:20]1[CH:21]=[CH:22][C:4]([CH2:3][C:1]#[N:2])=[C:5]([CH:19]=1)[CH2:6][N:7]([CH3:18])[C:8](=[O:17])[O:9][CH2:10][C:11]1[CH:16]=[CH:15][CH:14]=[CH:13][CH:12]=1, predict the reactants needed to synthesize it. The reactants are: [C:1]([CH2:3][C:4]1[CH:22]=[CH:21][C:20]([N+:23]([O-])=O)=[CH:19][C:5]=1[CH2:6][N:7]([CH3:18])[C:8](=[O:17])[O:9][CH2:10][C:11]1[CH:16]=[CH:15][CH:14]=[CH:13][CH:12]=1)#[N:2].[Cl-].[NH4+]. (8) Given the product [C:1]([O:5][C:6]([N:8]1[C:16]2[C:11](=[CH:12][C:13]([SH:17])=[CH:14][CH:15]=2)[CH:10]=[CH:9]1)=[O:7])([CH3:4])([CH3:2])[CH3:3], predict the reactants needed to synthesize it. The reactants are: [C:1]([O:5][C:6]([N:8]1[C:16]2[C:11](=[CH:12][C:13]([S:17][Si](C(C)C)(C(C)C)C(C)C)=[CH:14][CH:15]=2)[CH:10]=[CH:9]1)=[O:7])([CH3:4])([CH3:3])[CH3:2].[F-].C([N+](CCCC)(CCCC)CCCC)CCC. (9) Given the product [CH2:38]([O:40][C:35]([C:36]1[NH:28][CH:29]=[C:17]2[CH:16]([C:14]3[O:15][C:11]([S:10][C:2]4[NH:1][C:5]5[CH:6]=[CH:7][CH:8]=[CH:9][C:4]=5[N:3]=4)=[CH:12][CH:13]=3)[C:25]3[C:24](=[O:26])[CH2:23][CH2:22][CH2:21][C:20]=3[NH:19][C:18]=12)=[O:42])[CH3:37], predict the reactants needed to synthesize it. The reactants are: [NH:1]1[C:5]2[CH:6]=[CH:7][CH:8]=[CH:9][C:4]=2[N:3]=[C:2]1[S:10][C:11]1[O:15][C:14]([CH:16]2[C:25]3[C:24](=[O:26])[CH2:23][CH2:22][CH2:21][C:20]=3[NH:19][C:18]3N[N:28]=[CH:29][C:17]2=3)=[CH:13][CH:12]=1.CCCCC[CH2:35][CH3:36].[CH3:37][CH:38]([OH:40])C.C[OH:42].